Dataset: Full USPTO retrosynthesis dataset with 1.9M reactions from patents (1976-2016). Task: Predict the reactants needed to synthesize the given product. (1) Given the product [Si:1]([O:22][CH2:21][C:20]([N:16]1[C:14]2[N:15]=[C:10]([Cl:9])[N:11]=[CH:12][C:13]=2[C:18]([I:19])=[CH:17]1)([CH3:24])[CH3:23])([C:4]([CH3:7])([CH3:6])[CH3:5])([CH3:3])[CH3:2], predict the reactants needed to synthesize it. The reactants are: [Si:1](Cl)([C:4]([CH3:7])([CH3:6])[CH3:5])([CH3:3])[CH3:2].[Cl:9][C:10]1[N:11]=[CH:12][C:13]2[C:18]([I:19])=[CH:17][N:16]([C:20]([CH3:24])([CH3:23])[CH2:21][OH:22])[C:14]=2[N:15]=1.N1C=CN=C1.C(=O)(O)[O-].[Na+]. (2) Given the product [OH:2][C:3]1[CH:4]=[C:5]([C@@H:9]([NH:11][C:12]([C:14]2[C:23]3[C:18](=[CH:19][CH:20]=[CH:21][CH:22]=3)[N:17]=[C:16]([C:24]3[CH:29]=[CH:28][CH:27]=[CH:26][CH:25]=3)[C:15]=2[CH2:30][N:31]2[CH2:32][CH2:33][NH:34][CH2:35][CH2:36]2)=[O:13])[CH3:10])[CH:6]=[CH:7][CH:8]=1, predict the reactants needed to synthesize it. The reactants are: C[O:2][C:3]1[CH:4]=[C:5]([C@@H:9]([NH:11][C:12]([C:14]2[C:23]3[C:18](=[CH:19][CH:20]=[CH:21][CH:22]=3)[N:17]=[C:16]([C:24]3[CH:29]=[CH:28][CH:27]=[CH:26][CH:25]=3)[C:15]=2[CH2:30][N:31]2[CH2:36][CH2:35][NH:34][CH2:33][CH2:32]2)=[O:13])[CH3:10])[CH:6]=[CH:7][CH:8]=1.B(Br)(Br)Br. (3) The reactants are: CC(OC(N1CCC(C(=O)C2C=CC=C(OC)C=2OC)CC1)=O)(C)C.[CH3:26][O:27][C:28]1[C:33]([O:34][CH3:35])=[CH:32][CH:31]=[CH:30][C:29]=1[C:36]1([CH:42]=[O:43])[CH2:41][CH2:40][NH:39][CH2:38][CH2:37]1.[F:44][C:45]([F:50])([F:49])[C:46]([OH:48])=[O:47]. Given the product [F:44][C:45]([F:50])([F:49])[C:46]([OH:48])=[O:47].[CH3:26][O:27][C:28]1[C:33]([O:34][CH3:35])=[CH:32][CH:31]=[CH:30][C:29]=1[C:36]1([CH:42]=[O:43])[CH2:41][CH2:40][NH:39][CH2:38][CH2:37]1, predict the reactants needed to synthesize it. (4) Given the product [NH2:1][C:2]1[C:7]([C:8]2[N:17]([C:18]3[CH:23]=[CH:22][C:21]([C:24]4([NH:28][C:29](=[O:35])[O:30][C:31]([CH3:34])([CH3:33])[CH3:32])[CH2:27][CH2:26][CH2:25]4)=[CH:20][CH:19]=3)[C:11]3=[N:12][C:13]([C:46]4[CH:47]=[CH:48][CH:49]=[C:44]([N:39]5[CH2:40][C@H:41]([CH3:43])[O:42][C@H:37]([CH3:36])[CH2:38]5)[CH:45]=4)=[CH:14][CH:15]=[C:10]3[N:9]=2)=[CH:6][CH:5]=[CH:4][N:3]=1, predict the reactants needed to synthesize it. The reactants are: [NH2:1][C:2]1[C:7]([C:8]2[N:17]([C:18]3[CH:23]=[CH:22][C:21]([C:24]4([NH:28][C:29](=[O:35])[O:30][C:31]([CH3:34])([CH3:33])[CH3:32])[CH2:27][CH2:26][CH2:25]4)=[CH:20][CH:19]=3)[C:11]3=[N:12][C:13](Cl)=[CH:14][CH:15]=[C:10]3[N:9]=2)=[CH:6][CH:5]=[CH:4][N:3]=1.[CH3:36][C@H:37]1[O:42][C@@H:41]([CH3:43])[CH2:40][N:39]([C:44]2[CH:49]=[CH:48][CH:47]=[C:46](B3OC(C)(C)C(C)(C)O3)[CH:45]=2)[CH2:38]1.[OH-].[Na+]. (5) Given the product [C:1]([NH:9][NH:10][C:11]([NH:13][C:14]1[CH:42]=[CH:41][C:17]([O:18][C:19]2[CH:24]=[CH:23][N:22]=[C:21]3[CH:25]=[C:26]([C:28]4[CH2:33][CH2:32][NH:31][CH2:30][CH:29]=4)[S:27][C:20]=23)=[C:16]([F:43])[CH:15]=1)=[O:12])(=[O:8])[C:2]1[CH:7]=[CH:6][CH:5]=[CH:4][CH:3]=1, predict the reactants needed to synthesize it. The reactants are: [C:1]([NH:9][NH:10][C:11]([NH:13][C:14]1[CH:42]=[CH:41][C:17]([O:18][C:19]2[CH:24]=[CH:23][N:22]=[C:21]3[CH:25]=[C:26]([C:28]4[CH2:33][CH2:32][N:31](C(OC(C)(C)C)=O)[CH2:30][CH:29]=4)[S:27][C:20]=23)=[C:16]([F:43])[CH:15]=1)=[O:12])(=[O:8])[C:2]1[CH:7]=[CH:6][CH:5]=[CH:4][CH:3]=1. (6) Given the product [F:9][C:10]([F:23])([F:24])[C:11]1[CH:12]=[C:13]([CH:16]=[C:17]([C:19]([F:22])([F:20])[F:21])[CH:18]=1)[CH2:14][NH:15][C:2]1[CH:7]=[CH:6][C:5]([Br:8])=[CH:4][N:3]=1, predict the reactants needed to synthesize it. The reactants are: Br[C:2]1[CH:7]=[CH:6][C:5]([Br:8])=[CH:4][N:3]=1.[F:9][C:10]([F:24])([F:23])[C:11]1[CH:12]=[C:13]([CH:16]=[C:17]([C:19]([F:22])([F:21])[F:20])[CH:18]=1)[CH2:14][NH2:15].C1(P(C2C=CC=CC=2)C2C=CC3C(=CC=CC=3)C=2C2C3C(=CC=CC=3)C=CC=2P(C2C=CC=CC=2)C2C=CC=CC=2)C=CC=CC=1.CC(C)([O-])C.[Na+].C(=O)(O)[O-].[Na+]. (7) Given the product [CH2:1]([O:8][C:9]1[C:13]([CH2:14][C:15]([O:17][CH3:26])=[O:16])=[CH:12][N:11]([C:18]2[CH:23]=[CH:22][CH:21]=[CH:20][CH:19]=2)[N:10]=1)[C:2]1[CH:3]=[CH:4][CH:5]=[CH:6][CH:7]=1, predict the reactants needed to synthesize it. The reactants are: [CH2:1]([O:8][C:9]1[C:13]([CH2:14][C:15]([OH:17])=[O:16])=[CH:12][N:11]([C:18]2[CH:23]=[CH:22][CH:21]=[CH:20][CH:19]=2)[N:10]=1)[C:2]1[CH:7]=[CH:6][CH:5]=[CH:4][CH:3]=1.CI.[C:26](=O)([O-])[O-].[K+].[K+].CN(C)C=O. (8) Given the product [C:14]([O:18][C:19]([N:21]1[CH2:25][CH2:24][CH2:23][C@@H:22]1[CH2:26][O:27][C:28]1[CH:29]=[CH:30][C:31]([O:13][C:10]2[CH:11]=[CH:12][C:7]([C:3]3[CH:2]=[N:1][CH:6]=[CH:5][CH:4]=3)=[CH:8][CH:9]=2)=[CH:32][CH:33]=1)=[O:20])([CH3:17])([CH3:15])[CH3:16], predict the reactants needed to synthesize it. The reactants are: [N:1]1[CH:6]=[CH:5][CH:4]=[C:3]([C:7]2[CH:12]=[CH:11][C:10]([OH:13])=[CH:9][CH:8]=2)[CH:2]=1.[C:14]([O:18][C:19]([N:21]1[CH2:25][CH2:24][CH2:23][C@@H:22]1[CH2:26][O:27][C:28]1[CH:33]=[CH:32][C:31](I)=[CH:30][CH:29]=1)=[O:20])([CH3:17])([CH3:16])[CH3:15].C(=O)([O-])[O-].[Cs+].[Cs+].Cl.CN(C)CC(O)=O.